Dataset: Forward reaction prediction with 1.9M reactions from USPTO patents (1976-2016). Task: Predict the product of the given reaction. (1) Given the reactants [Cl:1][C:2]1[N:7]=[C:6]([C:8]2[NH:9][C:10]3[C:15]([CH:16]=2)=[C:14]([F:17])[CH:13]=[CH:12][CH:11]=3)[C:5]([OH:18])=[CH:4][CH:3]=1.[S:19]1[CH:23]=[CH:22][CH:21]=[C:20]1[CH:24]=O.CC1C=CC(S(O)(=O)=O)=CC=1, predict the reaction product. The product is: [Cl:1][C:2]1[CH:3]=[CH:4][C:5]2[O:18][CH:24]([C:20]3[S:19][CH:23]=[CH:22][CH:21]=3)[C:16]3[C:15]4[C:10](=[CH:11][CH:12]=[CH:13][C:14]=4[F:17])[NH:9][C:8]=3[C:6]=2[N:7]=1. (2) The product is: [C:34]([NH:38][S:39]([C:42]1[CH:47]=[C:46]([C:2]2[CH:7]=[CH:6][CH:5]=[C:4]([C:8]3[N:13]=[C:12]([C:14]4[CH:19]=[CH:18][C:17]([C:20]([F:21])([F:23])[F:22])=[C:16]([O:24][CH2:25][C:26]([F:29])([F:28])[F:27])[CH:15]=4)[CH:11]=[C:10]([C:30]([F:32])([F:31])[F:33])[N:9]=3)[CH:3]=2)[CH:45]=[CH:44][CH:43]=1)(=[O:41])=[O:40])([CH3:37])([CH3:35])[CH3:36]. Given the reactants Br[C:2]1[CH:3]=[C:4]([C:8]2[N:13]=[C:12]([C:14]3[CH:19]=[CH:18][C:17]([C:20]([F:23])([F:22])[F:21])=[C:16]([O:24][CH2:25][C:26]([F:29])([F:28])[F:27])[CH:15]=3)[CH:11]=[C:10]([C:30]([F:33])([F:32])[F:31])[N:9]=2)[CH:5]=[CH:6][CH:7]=1.[C:34]([NH:38][S:39]([C:42]1[CH:43]=[C:44](B(O)O)[CH:45]=[CH:46][CH:47]=1)(=[O:41])=[O:40])([CH3:37])([CH3:36])[CH3:35], predict the reaction product. (3) Given the reactants [Br:1]Br.[CH3:3][S:4]([C:7]1[CH:12]=[CH:11][C:10]([OH:13])=[C:9]([N+:14]([O-:16])=[O:15])[CH:8]=1)(=[O:6])=[O:5], predict the reaction product. The product is: [Br:1][C:11]1[CH:12]=[C:7]([S:4]([CH3:3])(=[O:6])=[O:5])[CH:8]=[C:9]([N+:14]([O-:16])=[O:15])[C:10]=1[OH:13]. (4) Given the reactants FC(F)(F)C(O)=O.[CH:8]1([CH2:11][CH2:12][O:13][C:14]2[N:22]=[C:21]3[C:17]([N:18]=[C:19]([O:23][CH3:24])[NH:20]3)=[C:16]([NH2:25])[N:15]=2)[CH2:10][CH2:9]1.C(=O)([O-])[O-].[K+].[K+].Br[CH2:33][CH:34]1[CH2:39][CH2:38][O:37][CH2:36][CH2:35]1, predict the reaction product. The product is: [CH:8]1([CH2:11][CH2:12][O:13][C:14]2[N:22]=[C:21]3[C:17]([N:18]=[C:19]([O:23][CH3:24])[N:20]3[CH2:33][CH:34]3[CH2:39][CH2:38][O:37][CH2:36][CH2:35]3)=[C:16]([NH2:25])[N:15]=2)[CH2:10][CH2:9]1. (5) Given the reactants [CH2:1]([O:8][C:9]([NH:11][C@H:12]1[CH2:16][CH2:15][N:14]([C@H:17]2[CH2:23][CH2:22][C@@H:21]3[CH2:24][C@H:18]2[C:19](=[O:32])[N:20]3[C:25]([O:27][C:28]([CH3:31])([CH3:30])[CH3:29])=[O:26])[C:13]1=[O:33])=[O:10])[C:2]1[CH:7]=[CH:6][CH:5]=[CH:4][CH:3]=1.[BH4-].[Na+], predict the reaction product. The product is: [C:28]([O:27][C:25](=[O:26])[NH:20][C@@H:21]1[CH2:22][CH2:23][C@H:17]([N:14]2[CH2:15][CH2:16][C@H:12]([NH:11][C:9]([O:8][CH2:1][C:2]3[CH:3]=[CH:4][CH:5]=[CH:6][CH:7]=3)=[O:10])[C:13]2=[O:33])[C@H:18]([CH2:19][OH:32])[CH2:24]1)([CH3:31])([CH3:29])[CH3:30]. (6) Given the reactants [CH:1]1([CH2:4][O:5][C:6]2[CH:25]=[CH:24][C:9]([CH2:10][N:11]3[CH2:20][CH2:19][C:18]4[C:13](=[CH:14][CH:15]=[C:16]([CH:21]([NH2:23])[CH3:22])[CH:17]=4)[CH2:12]3)=[CH:8][CH:7]=2)[CH2:3][CH2:2]1.[C:26](Cl)(=[O:29])[CH2:27][CH3:28], predict the reaction product. The product is: [CH:1]1([CH2:4][O:5][C:6]2[CH:25]=[CH:24][C:9]([CH2:10][N:11]3[CH2:20][CH2:19][C:18]4[C:13](=[CH:14][CH:15]=[C:16]([CH:21]([NH:23][C:26](=[O:29])[CH2:27][CH3:28])[CH3:22])[CH:17]=4)[CH2:12]3)=[CH:8][CH:7]=2)[CH2:3][CH2:2]1. (7) Given the reactants [CH3:1][CH2:2][C@@H:3]([CH:28]([CH3:30])[CH3:29])[CH2:4][CH2:5][C@H:6]([C@@H:8]1[C@:25]2([CH3:26])[C@H:11]([C@H:12]3[C@H:22]([CH2:23][CH2:24]2)[C@:20]2([CH3:21])[C:15](=[CH:16][C:17](=O)[CH2:18][CH2:19]2)[CH2:14][CH2:13]3)[CH2:10][CH2:9]1)[CH3:7].Cl.[NH2:32][OH:33], predict the reaction product. The product is: [CH3:1][CH2:2][C@@H:3]([CH:28]([CH3:30])[CH3:29])[CH2:4][CH2:5][C@H:6]([C@@H:8]1[C@:25]2([CH3:26])[C@H:11]([C@H:12]3[C@H:22]([CH2:23][CH2:24]2)[C@:20]2([CH3:21])[C:15](=[CH:16][C:17](=[N:32][OH:33])[CH2:18][CH2:19]2)[CH2:14][CH2:13]3)[CH2:10][CH2:9]1)[CH3:7].